From a dataset of NCI-60 drug combinations with 297,098 pairs across 59 cell lines. Regression. Given two drug SMILES strings and cell line genomic features, predict the synergy score measuring deviation from expected non-interaction effect. (1) Drug 1: C1CCN(CC1)CCOC2=CC=C(C=C2)C(=O)C3=C(SC4=C3C=CC(=C4)O)C5=CC=C(C=C5)O. Drug 2: C1=CN(C(=O)N=C1N)C2C(C(C(O2)CO)O)O.Cl. Cell line: HOP-92. Synergy scores: CSS=30.9, Synergy_ZIP=-1.54, Synergy_Bliss=1.56, Synergy_Loewe=-17.4, Synergy_HSA=-1.24. (2) Drug 1: C1=CC(=CC=C1CCCC(=O)O)N(CCCl)CCCl. Drug 2: CC1=C(N=C(N=C1N)C(CC(=O)N)NCC(C(=O)N)N)C(=O)NC(C(C2=CN=CN2)OC3C(C(C(C(O3)CO)O)O)OC4C(C(C(C(O4)CO)O)OC(=O)N)O)C(=O)NC(C)C(C(C)C(=O)NC(C(C)O)C(=O)NCCC5=NC(=CS5)C6=NC(=CS6)C(=O)NCCC[S+](C)C)O. Cell line: SW-620. Synergy scores: CSS=24.4, Synergy_ZIP=2.59, Synergy_Bliss=4.12, Synergy_Loewe=1.11, Synergy_HSA=1.51. (3) Drug 1: C1=CC(=CC=C1CCCC(=O)O)N(CCCl)CCCl. Drug 2: C#CCC(CC1=CN=C2C(=N1)C(=NC(=N2)N)N)C3=CC=C(C=C3)C(=O)NC(CCC(=O)O)C(=O)O. Cell line: OVCAR-5. Synergy scores: CSS=3.29, Synergy_ZIP=-7.31, Synergy_Bliss=-9.62, Synergy_Loewe=-7.15, Synergy_HSA=-7.11. (4) Drug 1: C1=CC(=CC=C1CC(C(=O)O)N)N(CCCl)CCCl.Cl. Drug 2: C1=CN(C=N1)CC(O)(P(=O)(O)O)P(=O)(O)O. Cell line: CAKI-1. Synergy scores: CSS=2.68, Synergy_ZIP=-10.9, Synergy_Bliss=-19.0, Synergy_Loewe=-15.6, Synergy_HSA=-15.5. (5) Drug 1: CNC(=O)C1=CC=CC=C1SC2=CC3=C(C=C2)C(=NN3)C=CC4=CC=CC=N4. Drug 2: CC1C(C(=O)NC(C(=O)N2CCCC2C(=O)N(CC(=O)N(C(C(=O)O1)C(C)C)C)C)C(C)C)NC(=O)C3=C4C(=C(C=C3)C)OC5=C(C(=O)C(=C(C5=N4)C(=O)NC6C(OC(=O)C(N(C(=O)CN(C(=O)C7CCCN7C(=O)C(NC6=O)C(C)C)C)C)C(C)C)C)N)C. Cell line: BT-549. Synergy scores: CSS=6.85, Synergy_ZIP=18.5, Synergy_Bliss=18.7, Synergy_Loewe=16.4, Synergy_HSA=17.0. (6) Drug 1: C1CC(=O)NC(=O)C1N2CC3=C(C2=O)C=CC=C3N. Drug 2: CNC(=O)C1=NC=CC(=C1)OC2=CC=C(C=C2)NC(=O)NC3=CC(=C(C=C3)Cl)C(F)(F)F. Cell line: DU-145. Synergy scores: CSS=25.7, Synergy_ZIP=0.773, Synergy_Bliss=1.35, Synergy_Loewe=-22.6, Synergy_HSA=2.37. (7) Drug 1: CC1=CC=C(C=C1)C2=CC(=NN2C3=CC=C(C=C3)S(=O)(=O)N)C(F)(F)F. Drug 2: C1CC(=O)NC(=O)C1N2C(=O)C3=CC=CC=C3C2=O. Cell line: SF-268. Synergy scores: CSS=-1.21, Synergy_ZIP=7.39, Synergy_Bliss=1.40, Synergy_Loewe=-1.97, Synergy_HSA=-1.75.